Predict the product of the given reaction. From a dataset of Forward reaction prediction with 1.9M reactions from USPTO patents (1976-2016). (1) Given the reactants [N+:1]([C:4]1[CH:5]=[C:6]([N:13]2[CH2:18][CH2:17][CH2:16][CH2:15][CH2:14]2)[C:7]2[O:11][CH:10]=[CH:9][C:8]=2[CH:12]=1)([O-])=O, predict the reaction product. The product is: [N:13]1([C:6]2[C:7]3[O:11][CH:10]=[CH:9][C:8]=3[CH:12]=[C:4]([NH2:1])[CH:5]=2)[CH2:18][CH2:17][CH2:16][CH2:15][CH2:14]1. (2) Given the reactants [CH3:1][O:2][C:3]([CH2:5][C@@H:6]([CH2:10][CH:11]([CH3:13])[CH3:12])[C:7]([OH:9])=O)=[O:4].[C:14]1([C:20]2[CH:25]=[CH:24][C:23]([CH2:26][NH2:27])=[CH:22][CH:21]=2)[CH:19]=[CH:18][CH:17]=[CH:16][CH:15]=1.C1C=CC2N(O)N=NC=2C=1.C(Cl)CCl.CN1CCOCC1, predict the reaction product. The product is: [CH3:12][CH:11]([CH3:13])[CH2:10][C@@H:6]([C:7](=[O:9])[NH:27][CH2:26][C:23]1[CH:24]=[CH:25][C:20]([C:14]2[CH:15]=[CH:16][CH:17]=[CH:18][CH:19]=2)=[CH:21][CH:22]=1)[CH2:5][C:3]([O:2][CH3:1])=[O:4]. (3) Given the reactants [NH2:1][C:2]1[N:7]=[C:6]([C:8]([O:10][CH3:11])=[O:9])[CH:5]=[CH:4][C:3]=1[Br:12].[Cl:13]N1C(=O)CCC1=O, predict the reaction product. The product is: [NH2:1][C:2]1[N:7]=[C:6]([C:8]([O:10][CH3:11])=[O:9])[C:5]([Cl:13])=[CH:4][C:3]=1[Br:12]. (4) Given the reactants CC1(C)COB([C:8]2[CH:9]=[C:10]([C:14]3[CH:18]=[N:17][N:16]([CH3:19])[N:15]=3)[CH:11]=[CH:12][CH:13]=2)OC1.Br[C:22]1[N:26]2[N:27]=[CH:28][C:29]([C:31]([F:34])([F:33])[F:32])=[N:30][C:25]2=[N:24][CH:23]=1.C([O-])([O-])=O.[Na+].[Na+], predict the reaction product. The product is: [CH3:19][N:16]1[N:15]=[C:14]([C:10]2[CH:9]=[C:8]([C:22]3[N:26]4[N:27]=[CH:28][C:29]([C:31]([F:32])([F:33])[F:34])=[N:30][C:25]4=[N:24][CH:23]=3)[CH:13]=[CH:12][CH:11]=2)[CH:18]=[N:17]1. (5) Given the reactants [N+:1]([C:4]1[CH:11]=[CH:10][C:7]([CH:8]=O)=[CH:6][CH:5]=1)([O-:3])=[O:2].[S:12]1[CH2:16][C:15](=[O:17])[NH:14][C:13]1=[O:18].N1CCCCC1, predict the reaction product. The product is: [N+:1]([C:4]1[CH:11]=[CH:10][C:7]([CH:8]=[C:16]2[S:12][C:13](=[O:18])[NH:14][C:15]2=[O:17])=[CH:6][CH:5]=1)([O-:3])=[O:2]. (6) Given the reactants CCN(C(C)C)C(C)C.CN(C(ON1N=NC2C=CC=NC1=2)=[N+](C)C)C.F[P-](F)(F)(F)(F)F.[NH2:34][C:35]1[CH:40]=[CH:39][CH:38]=[CH:37][CH:36]=1.[N:41]1([C:47]2[N:52]=[C:51]([C:53]3[CH:58]=[CH:57][CH:56]=[CH:55][N:54]=3)[N:50]=[C:49]([C:59](O)=[O:60])[CH:48]=2)[CH2:46][CH2:45][O:44][CH2:43][CH2:42]1, predict the reaction product. The product is: [N:41]1([C:47]2[N:52]=[C:51]([C:53]3[CH:58]=[CH:57][CH:56]=[CH:55][N:54]=3)[N:50]=[C:49]([C:59]([NH:34][C:35]3[CH:40]=[CH:39][CH:38]=[CH:37][CH:36]=3)=[O:60])[CH:48]=2)[CH2:46][CH2:45][O:44][CH2:43][CH2:42]1. (7) Given the reactants [CH2:1]([O:3][C:4]1[CH:9]=[CH:8][CH:7]=[CH:6][C:5]=1[CH2:10][CH2:11][CH3:12])[CH3:2].[C:13]1(=[O:19])[O:18][C:16](=[O:17])[CH2:15][CH2:14]1.[Cl-].[Al+3].[Cl-].[Cl-].Cl, predict the reaction product. The product is: [CH2:1]([O:3][C:4]1[CH:9]=[CH:8][C:7]([C:13](=[O:19])[CH2:14][CH2:15][C:16]([OH:18])=[O:17])=[CH:6][C:5]=1[CH2:10][CH2:11][CH3:12])[CH3:2]. (8) Given the reactants [F:1][C:2]1[CH:7]=[CH:6][CH:5]=[CH:4][C:3]=1[N:8]1[C:12]([CH2:13][S:14][CH3:15])=[C:11]([C:16]([OH:18])=O)[N:10]=[N:9]1.[CH2:19]([NH:23][C@@H:24]1[CH2:29][N:28]([C:30]([O:32][C:33]([CH3:36])([CH3:35])[CH3:34])=[O:31])[CH2:27][C@H:26]([C:37]([O:39][CH3:40])=[O:38])[CH2:25]1)[CH:20]([CH3:22])[CH3:21].C(N(CC)C(C)C)(C)C.F[P-](F)(F)(F)(F)F.ClC(N(C)C)=[N+](C)C, predict the reaction product. The product is: [F:1][C:2]1[CH:7]=[CH:6][CH:5]=[CH:4][C:3]=1[N:8]1[C:12]([CH2:13][S:14][CH3:15])=[C:11]([C:16]([N:23]([CH2:19][CH:20]([CH3:22])[CH3:21])[C@@H:24]2[CH2:29][N:28]([C:30]([O:32][C:33]([CH3:36])([CH3:35])[CH3:34])=[O:31])[CH2:27][C@H:26]([C:37]([O:39][CH3:40])=[O:38])[CH2:25]2)=[O:18])[N:10]=[N:9]1. (9) Given the reactants [CH2:1]1[C:10]2[CH:9]=[CH:8][CH:7]=[C:6]([CH:11]=[O:12])[C:5]=2[CH2:4][CH2:3][C:2]21[O:16][CH2:15][CH2:14][O:13]2.[BH4-].[Na+], predict the reaction product. The product is: [CH2:1]1[C:10]2[C:5](=[C:6]([CH2:11][OH:12])[CH:7]=[CH:8][CH:9]=2)[CH2:4][CH2:3][C:2]21[O:13][CH2:14][CH2:15][O:16]2.